This data is from Catalyst prediction with 721,799 reactions and 888 catalyst types from USPTO. The task is: Predict which catalyst facilitates the given reaction. (1) Reactant: C[Si]([C:5]#[C:6][C:7]1[CH:8]=[CH:9][C:10]2[N:14]=[C:13]([C@@H:15]3[CH2:21][C:18]4([CH2:20][CH2:19]4)[CH2:17][N:16]3[C:22]([O:24][C:25]([CH3:28])([CH3:27])[CH3:26])=[O:23])[NH:12][C:11]=2[CH:29]=1)(C)C.C(=O)([O-])[O-].[K+].[K+].CCOC(C)=O. Product: [C:6]([C:7]1[CH:8]=[CH:9][C:10]2[N:14]=[C:13]([C@@H:15]3[CH2:21][C:18]4([CH2:19][CH2:20]4)[CH2:17][N:16]3[C:22]([O:24][C:25]([CH3:27])([CH3:26])[CH3:28])=[O:23])[NH:12][C:11]=2[CH:29]=1)#[CH:5]. The catalyst class is: 5. (2) Product: [CH2:1]([O:3][C:4](=[O:17])[C:5]([C:7]1[CH:8]=[CH:9][C:10]([NH2:13])=[CH:11][CH:12]=1)([CH3:16])[CH3:6])[CH3:2]. Reactant: [CH2:1]([O:3][C:4](=[O:17])[C:5]([CH3:16])([C:7]1[CH:12]=[CH:11][C:10]([N+:13]([O-])=O)=[CH:9][CH:8]=1)[CH3:6])[CH3:2]. The catalyst class is: 50. (3) Reactant: [CH2:1]([C:3]1[CH:17]=[CH:16][C:6]([O:7][C:8]([CH3:15])([CH3:14])[C:9]([O:11][CH2:12][CH3:13])=[O:10])=[CH:5][C:4]=1[O:18]COC)[CH3:2]. Product: [CH2:1]([C:3]1[CH:17]=[CH:16][C:6]([O:7][C:8]([CH3:14])([CH3:15])[C:9]([O:11][CH2:12][CH3:13])=[O:10])=[CH:5][C:4]=1[OH:18])[CH3:2]. The catalyst class is: 361. (4) Reactant: [CH2:1]([S:3](Cl)(=[O:5])=[O:4])[CH3:2].[NH2:7][C:8]1[CH:16]=[CH:15][CH:14]=[C:13]2[C:9]=1[CH:10]=[CH:11][N:12]2[C:17]([C:24]1[CH:29]=[CH:28][C:27]([Cl:30])=[CH:26][CH:25]=1)([CH2:22][CH3:23])[C:18]([O:20][CH3:21])=[O:19].CN1CCOCC1. Product: [Cl:30][C:27]1[CH:26]=[CH:25][C:24]([C:17]([N:12]2[C:13]3[C:9](=[C:8]([NH:7][S:3]([CH2:1][CH3:2])(=[O:5])=[O:4])[CH:16]=[CH:15][CH:14]=3)[CH:10]=[CH:11]2)([CH2:22][CH3:23])[C:18]([O:20][CH3:21])=[O:19])=[CH:29][CH:28]=1. The catalyst class is: 2. (5) Reactant: [N:1]1([NH:8][C:9]2[N:14]=[C:13]([NH:15][C:16]3[CH:21]=[CH:20][C:19]([O:22][CH3:23])=[C:18]([Cl:24])[CH:17]=3)[N:12]=[C:11](Cl)[N:10]=2)[CH2:7][CH2:6][CH2:5][CH2:4][CH2:3][CH2:2]1.[CH3:26][N:27]1[CH2:32][CH2:31][CH:30]([NH:33]C)[CH2:29][CH2:28]1.CCN(C(C)C)C(C)C. Product: [OH-:22].[NH4+:1].[N:1]1([NH:8][C:9]2[N:14]=[C:13]([NH:15][C:16]3[CH:21]=[CH:20][C:19]([O:22][CH3:23])=[C:18]([Cl:24])[CH:17]=3)[N:12]=[C:11]([NH:33][CH:30]3[CH2:31][CH2:32][N:27]([CH3:26])[CH2:28][CH2:29]3)[N:10]=2)[CH2:7][CH2:6][CH2:5][CH2:4][CH2:3][CH2:2]1. The catalyst class is: 577. (6) Reactant: [CH3:1][N:2]1[C:10]2[C:5](=[CH:6][CH:7]=[CH:8][CH:9]=2)[C:4](/[CH:11]=[CH:12]/[C:13]([OH:15])=O)=[CH:3]1.[CH:16]([NH:19][NH:20][C:21](=[O:28])[C:22]1[CH:27]=[CH:26][CH:25]=[CH:24][CH:23]=1)([CH3:18])[CH3:17].CN(C(ON1N=NC2C=CC=NC1=2)=[N+](C)C)C.F[P-](F)(F)(F)(F)F.C(N(CC)C(C)C)(C)C. The catalyst class is: 31. Product: [CH:16]([N:19]([C:13](=[O:15])/[CH:12]=[CH:11]/[C:4]1[C:5]2[C:10](=[CH:9][CH:8]=[CH:7][CH:6]=2)[N:2]([CH3:1])[CH:3]=1)[NH:20][C:21](=[O:28])[C:22]1[CH:23]=[CH:24][CH:25]=[CH:26][CH:27]=1)([CH3:18])[CH3:17]. (7) Reactant: [CH3:1][S:2](Cl)(=[O:4])=[O:3].[CH3:6][C:7]([C:25]1[CH:30]=[CH:29][C:28]([C:31]2[N:35]=[C:34]([CH2:36][OH:37])[O:33][N:32]=2)=[CH:27][CH:26]=1)([C:11]1[CH:16]=[CH:15][C:14]([O:17][CH2:18][C:19]2[CH:24]=[CH:23][CH:22]=[CH:21][N:20]=2)=[CH:13][N:12]=1)[CH:8]([CH3:10])[CH3:9].CCN(C(C)C)C(C)C.O. Product: [CH3:1][S:2]([O:37][CH2:36][C:34]1[O:33][N:32]=[C:31]([C:28]2[CH:29]=[CH:30][C:25]([C:7]([CH3:6])([C:11]3[CH:16]=[CH:15][C:14]([O:17][CH2:18][C:19]4[CH:24]=[CH:23][CH:22]=[CH:21][N:20]=4)=[CH:13][N:12]=3)[CH:8]([CH3:10])[CH3:9])=[CH:26][CH:27]=2)[N:35]=1)(=[O:4])=[O:3]. The catalyst class is: 2.